From a dataset of Peptide-MHC class II binding affinity with 134,281 pairs from IEDB. Regression. Given a peptide amino acid sequence and an MHC pseudo amino acid sequence, predict their binding affinity value. This is MHC class II binding data. (1) The peptide sequence is YDKFLANVSTVLKGK. The MHC is DRB1_0101 with pseudo-sequence DRB1_0101. The binding affinity (normalized) is 0.988. (2) The peptide sequence is RDGQLTIKAERTEQK. The MHC is DRB4_0101 with pseudo-sequence DRB4_0103. The binding affinity (normalized) is 0.466. (3) The peptide sequence is AFTVVLSGGTLIDTL. The MHC is DRB1_0701 with pseudo-sequence DRB1_0701. The binding affinity (normalized) is 0.749. (4) The peptide sequence is KHIVWASRELERFAV. The MHC is HLA-DPA10201-DPB10501 with pseudo-sequence HLA-DPA10201-DPB10501. The binding affinity (normalized) is 0.321. (5) The peptide sequence is FSTGLIIQGLKLMNS. The MHC is DRB1_0901 with pseudo-sequence DRB1_0901. The binding affinity (normalized) is 0.502.